This data is from Reaction yield outcomes from USPTO patents with 853,638 reactions. The task is: Predict the reaction yield, written as a fraction of the theoretical maximum amount of product (1.0 means a 100% yield; for example, 0.34 means a 34% yield). (1) The reactants are [CH2:1]1[C:10]2[C:5](=[CH:6][CH:7]=[CH:8][CH:9]=2)[CH2:4][CH2:3][N:2]1[CH2:11][CH2:12][CH2:13][CH2:14][O:15][C:16]1[N:25]=[C:24]2[C:19]([CH:20]=[CH:21][C:22](=[O:26])[NH:23]2)=[CH:18][CH:17]=1.[CH3:27][O:28]C1C=C2C(=CC=1)CNCC2. No catalyst specified. The product is [CH3:27][O:28][C:7]1[CH:6]=[C:5]2[C:10](=[CH:9][CH:8]=1)[CH2:1][N:2]([CH2:11][CH2:12][CH2:13][CH2:14][O:15][C:16]1[N:25]=[C:24]3[C:19]([CH:20]=[CH:21][C:22](=[O:26])[NH:23]3)=[CH:18][CH:17]=1)[CH2:3][CH2:4]2. The yield is 0.840. (2) The reactants are [S:1]1[CH:5]=[CH:4][N:3]=[C:2]1[C:6]([OH:8])=O.CCN(C(C)C)C(C)C.CN(C(ON1N=NC2C=CC=CC1=2)=[N+](C)C)C.F[P-](F)(F)(F)(F)F.[CH:42]([N:55]1[CH2:58][CH:57]([C:59]2([OH:65])[CH2:64][CH2:63][NH:62][CH2:61][CH2:60]2)[CH2:56]1)([C:49]1[CH:54]=[CH:53][CH:52]=[CH:51][CH:50]=1)[C:43]1[CH:48]=[CH:47][CH:46]=[CH:45][CH:44]=1. The catalyst is CN(C=O)C. The product is [CH:42]([N:55]1[CH2:56][CH:57]([C:59]2([OH:65])[CH2:64][CH2:63][N:62]([C:6]([C:2]3[S:1][CH:5]=[CH:4][N:3]=3)=[O:8])[CH2:61][CH2:60]2)[CH2:58]1)([C:43]1[CH:44]=[CH:45][CH:46]=[CH:47][CH:48]=1)[C:49]1[CH:54]=[CH:53][CH:52]=[CH:51][CH:50]=1. The yield is 0.330. (3) The reactants are Cl[S:2]([C:5]1[CH:10]=[CH:9][C:8]([N:11]=[C:12]=[O:13])=[CH:7][CH:6]=1)(=[O:4])=[O:3].[CH3:14][O:15][C:16]1[CH:25]=[CH:24][C:23]([N:26]2[CH2:31][CH2:30][N:29]([CH3:32])[CH2:28][CH2:27]2)=[C:22]2[C:17]=1[CH2:18][CH2:19][NH:20][CH2:21]2.[NH2:33][C:34]1[CH:39]=[CH:38][CH:37]=[CH:36][CH:35]=1.C(=O)([O-])[O-].[K+].[K+]. The catalyst is C1(C)C=CC=CC=1.ClCCl.CO.ClCCl. The product is [C:34]1([NH:33][S:2]([C:5]2[CH:10]=[CH:9][C:8]([NH:11][C:12]([N:20]3[CH2:19][CH2:18][C:17]4[C:22](=[C:23]([N:26]5[CH2:27][CH2:28][N:29]([CH3:32])[CH2:30][CH2:31]5)[CH:24]=[CH:25][C:16]=4[O:15][CH3:14])[CH2:21]3)=[O:13])=[CH:7][CH:6]=2)(=[O:4])=[O:3])[CH:39]=[CH:38][CH:37]=[CH:36][CH:35]=1. The yield is 0.400. (4) The reactants are Br[C:2]1[CH:14]=[CH:13][C:12]2[C:11]3[C:6](=[CH:7][CH:8]=[CH:9][CH:10]=3)[C:5]([CH2:17][CH3:18])([CH2:15][CH3:16])[C:4]=2[CH:3]=1.[C:19]1([NH:25][C:26]2[CH:31]=[CH:30][CH:29]=[CH:28][CH:27]=2)[CH:24]=[CH:23][CH:22]=[CH:21][CH:20]=1.CC(C)([O-])C.[Na+]. The catalyst is C1(C)C=CC=CC=1.C(OCC)C.C1C=CC(/C=C/C(/C=C/C2C=CC=CC=2)=O)=CC=1.C1C=CC(/C=C/C(/C=C/C2C=CC=CC=2)=O)=CC=1.C1C=CC(/C=C/C(/C=C/C2C=CC=CC=2)=O)=CC=1.[Pd].[Pd].C1C=CC(P(C2C(C3C(P(C4C=CC=CC=4)C4C=CC=CC=4)=CC=C4C=3C=CC=C4)=C3C(C=CC=C3)=CC=2)C2C=CC=CC=2)=CC=1. The product is [CH2:15]([C:5]1([CH2:17][CH3:18])[C:4]2[CH:3]=[C:2]([N:25]([C:26]3[CH:27]=[CH:28][CH:29]=[CH:30][CH:31]=3)[C:19]3[CH:24]=[CH:23][CH:22]=[CH:21][CH:20]=3)[CH:14]=[CH:13][C:12]=2[C:11]2[C:6]1=[CH:7][CH:8]=[CH:9][CH:10]=2)[CH3:16]. The yield is 0.980. (5) The reactants are [Cl:1][C:2]1[CH:7]=[CH:6][C:5]([C:8]2([CH2:16][S:17][CH2:18][C:19]([O:21]CC)=[O:20])[O:13][CH2:12][C:11]([CH3:15])([CH3:14])[CH2:10][O:9]2)=[CH:4][CH:3]=1.[Li+].[OH-]. The catalyst is C1COCC1.O. The product is [Cl:1][C:2]1[CH:7]=[CH:6][C:5]([C:8]2([CH2:16][S:17][CH2:18][C:19]([OH:21])=[O:20])[O:9][CH2:10][C:11]([CH3:15])([CH3:14])[CH2:12][O:13]2)=[CH:4][CH:3]=1. The yield is 0.960. (6) The reactants are [NH2:1][C:2]1[CH:3]=[CH:4][C:5]([F:33])=[C:6]([C@:8]23[CH2:16][N:15]([C:17]4[N:22]=[CH:21][C:20]([F:23])=[CH:19][N:18]=4)[CH2:14][C@H:13]2[CH2:12][S:11][C:10]([NH:24][C:25](=[O:32])[C:26]2[CH:31]=[CH:30][CH:29]=[CH:28][CH:27]=2)=[N:9]3)[CH:7]=1.[C:34]([C:36]1[CH:37]=[CH:38][C:39]([C:42](O)=[O:43])=[N:40][CH:41]=1)#[N:35].ON1C2C=CC=CC=2N=N1.Cl.CN(C)CCCN=C=NCC.[OH-].[Na+]. The catalyst is ClCCl.CN(C=O)C.O.C(OCC)(=O)C. The product is [C:25]([NH:24][C:10]1[S:11][CH2:12][C@@H:13]2[CH2:14][N:15]([C:17]3[N:22]=[CH:21][C:20]([F:23])=[CH:19][N:18]=3)[CH2:16][C@:8]2([C:6]2[CH:7]=[C:2]([NH:1][C:42]([C:39]3[CH:38]=[CH:37][C:36]([C:34]#[N:35])=[CH:41][N:40]=3)=[O:43])[CH:3]=[CH:4][C:5]=2[F:33])[N:9]=1)(=[O:32])[C:26]1[CH:31]=[CH:30][CH:29]=[CH:28][CH:27]=1. The yield is 0.570. (7) The reactants are CC1(C)[O:7][C:6](=[O:8])[CH2:5][C:4](=[O:9])O1.[CH:11]([NH:14][C:15]1[CH:22]=[CH:21][CH:20]=[CH:19][C:16]=1[CH:17]=O)([CH3:13])[CH3:12].C(O)(=O)C.C(N)CN. The catalyst is CO. The product is [CH:11]([N:14]1[C:15]2[C:16](=[CH:19][CH:20]=[CH:21][CH:22]=2)[CH:17]=[C:5]([C:6]([OH:7])=[O:8])[C:4]1=[O:9])([CH3:13])[CH3:12]. The yield is 0.980. (8) The reactants are [CH3:1][N:2]([CH3:24])[C:3]1[N:8]=[C:7]([CH3:9])[C:6]([CH:10]([CH2:15][CH2:16][CH3:17])[C:11]([O:13]C)=[O:12])=[C:5]([C:18]2[CH:23]=[CH:22][CH:21]=[CH:20][CH:19]=2)[N:4]=1.[OH-].[Na+]. The catalyst is C1COCC1. The product is [CH3:24][N:2]([CH3:1])[C:3]1[N:8]=[C:7]([CH3:9])[C:6]([CH:10]([CH2:15][CH2:16][CH3:17])[C:11]([OH:13])=[O:12])=[C:5]([C:18]2[CH:19]=[CH:20][CH:21]=[CH:22][CH:23]=2)[N:4]=1. The yield is 0.690. (9) The reactants are C(N(CC)CC)C.[NH:8]1[CH:12]=[C:11]([CH:13]=[O:14])[N:10]=[CH:9]1.[C:15]1([C:21](Cl)([C:28]2[CH:33]=[CH:32][CH:31]=[CH:30][CH:29]=2)[C:22]2[CH:27]=[CH:26][CH:25]=[CH:24][CH:23]=2)[CH:20]=[CH:19][CH:18]=[CH:17][CH:16]=1. The catalyst is CN(C)C=O. The product is [C:21]([N:8]1[CH:12]=[C:11]([CH:13]=[O:14])[N:10]=[CH:9]1)([C:15]1[CH:20]=[CH:19][CH:18]=[CH:17][CH:16]=1)([C:28]1[CH:29]=[CH:30][CH:31]=[CH:32][CH:33]=1)[C:22]1[CH:23]=[CH:24][CH:25]=[CH:26][CH:27]=1. The yield is 0.670. (10) The reactants are [CH3:1][C:2]([CH3:14])([CH3:13])[C:3]([NH:5][C:6]1[CH:11]=[CH:10][CH:9]=[CH:8][C:7]=1[CH3:12])=O.[Li]CCCC.[NH4+].[Cl-]. The catalyst is C1COCC1. The product is [C:2]([C:3]1[NH:5][C:6]2[C:7]([CH:12]=1)=[CH:8][CH:9]=[CH:10][CH:11]=2)([CH3:14])([CH3:13])[CH3:1]. The yield is 0.880.